This data is from Full USPTO retrosynthesis dataset with 1.9M reactions from patents (1976-2016). The task is: Predict the reactants needed to synthesize the given product. (1) Given the product [OH:13][C:11]1[C:10]2[C:2](=[C:3]([C:4]([OH:6])=[O:5])[CH:7]=[CH:8][CH:9]=2)[N:1]=[CH:18][N:19]=1, predict the reactants needed to synthesize it. The reactants are: [NH2:1][C:2]1[C:10]([C:11]([OH:13])=O)=[CH:9][CH:8]=[CH:7][C:3]=1[C:4]([OH:6])=[O:5].C(O)(=O)C.[CH:18](N)=[NH:19].C(N)=O. (2) The reactants are: C(O[CH2:9][C:10]1[C:11](=[O:25])[NH:12][C:13](=[O:24])[N:14]([CH:23]=1)[C@@H:15]1[O:22][C@H:19]([CH2:20][OH:21])[C@@H:17]([OH:18])[CH2:16]1)C1C=CC=CC=1. Given the product [C@@H:15]1([N:14]2[CH:23]=[C:10]([CH3:9])[C:11](=[O:25])[NH:12][C:13]2=[O:24])[O:22][C@H:19]([CH2:20][OH:21])[C@@H:17]([OH:18])[CH2:16]1, predict the reactants needed to synthesize it. (3) The reactants are: [CH3:1][O:2][C:3]1[CH:8]=[CH:7][C:6]([CH:9]=[C:10]([C:14]2[CH:19]=[CH:18][CH:17]=[CH:16][CH:15]=2)[C:11]([OH:13])=[O:12])=[CH:5][CH:4]=1. Given the product [CH3:1][O:2][C:3]1[CH:4]=[CH:5][C:6]([CH2:9][CH:10]([C:14]2[CH:19]=[CH:18][CH:17]=[CH:16][CH:15]=2)[C:11]([OH:13])=[O:12])=[CH:7][CH:8]=1, predict the reactants needed to synthesize it.